This data is from Forward reaction prediction with 1.9M reactions from USPTO patents (1976-2016). The task is: Predict the product of the given reaction. (1) Given the reactants Br[C:2]1[CH:3]=[C:4]([NH:8][S:9]([C:12]2[CH:17]=[CH:16][C:15]([F:18])=[CH:14][CH:13]=2)(=[O:11])=[O:10])[CH:5]=[N:6][CH:7]=1.B1(B2OC(C)(C)C(C)(C)O2)OC(C)(C)C(C)(C)O1.C([O-])(=O)C.[K+].Cl[C:43]1[N:48]=[C:47]2[S:49][C:50]([NH:52][C:53](=[O:55])[CH3:54])=[N:51][C:46]2=[CH:45][CH:44]=1.C(=O)([O-])[O-].[Na+].[Na+], predict the reaction product. The product is: [F:18][C:15]1[CH:16]=[CH:17][C:12]([S:9]([NH:8][C:4]2[CH:3]=[C:2]([C:43]3[N:48]=[C:47]4[S:49][C:50]([NH:52][C:53](=[O:55])[CH3:54])=[N:51][C:46]4=[CH:45][CH:44]=3)[CH:7]=[N:6][CH:5]=2)(=[O:11])=[O:10])=[CH:13][CH:14]=1. (2) Given the reactants F[C:2](F)(F)[C:3]1[CH:4]=[C:5]([C:9]2[CH2:10][CH2:11][NH:12][CH2:13][CH:14]=2)C=[CH:7][CH:8]=1.CO.C(O)(=[O:21])C, predict the reaction product. The product is: [CH:13]1[C:14]2[C:9](=[CH:5][CH:4]=[C:3]([CH2:8][CH:7]=[O:21])[CH:2]=2)[CH:10]=[CH:11][N:12]=1. (3) Given the reactants ClC1C(Cl)=C(C(O)(C(F)(F)F)C(F)(F)F)C=CC=1[C:19]1[S:23][C:22]([C:24]([N:26]2[CH2:31][CH2:30]SC[CH2:27]2)=[O:25])=[N:21][C:20]=1[C:32]([O:34][C:35]([CH3:38])([CH3:37])[CH3:36])=[O:33].[CH2:39]1C2(CNC2)[CH2:41][S:40]1, predict the reaction product. The product is: [CH2:39]1[C:30]2([CH2:27][N:26]([C:24]([C:22]3[S:23][CH:19]=[C:20]([C:32]([O:34][C:35]([CH3:36])([CH3:37])[CH3:38])=[O:33])[N:21]=3)=[O:25])[CH2:31]2)[CH2:41][S:40]1. (4) Given the reactants Cl[C:2]([O:4][C:5]1[CH:10]=[CH:9][C:8]([N+:11]([O-:13])=[O:12])=[CH:7][CH:6]=1)=[O:3].Cl.[NH2:15][CH2:16][CH2:17][C:18]([O:20][CH2:21][CH3:22])=[O:19].N1C=CC=CC=1.O, predict the reaction product. The product is: [N+:11]([C:8]1[CH:9]=[CH:10][C:5]([O:4][C:2]([NH:15][CH2:16][CH2:17][C:18]([O:20][CH2:21][CH3:22])=[O:19])=[O:3])=[CH:6][CH:7]=1)([O-:13])=[O:12]. (5) Given the reactants [F:1][C:2]1[C:7]([F:8])=[CH:6][CH:5]=[CH:4][C:3]=1[OH:9].C(=O)([O-])[O-].[K+].[K+].[CH2:16](Br)[C:17]1[CH:22]=[CH:21][CH:20]=[CH:19][CH:18]=1, predict the reaction product. The product is: [CH2:16]([O:9][C:3]1[CH:4]=[CH:5][CH:6]=[C:7]([F:8])[C:2]=1[F:1])[C:17]1[CH:22]=[CH:21][CH:20]=[CH:19][CH:18]=1. (6) Given the reactants [O:1]1[CH:5]=[CH:4][CH:3]=[C:2]1[CH2:6][C:7](=O)[C:8]([OH:10])=O.[CH2:12]([C:19]1[C:20]([NH2:31])=[N:21][CH:22]=[C:23]([C:25]2[CH:30]=[CH:29][CH:28]=[CH:27][CH:26]=2)[N:24]=1)[C:13]1[CH:18]=[CH:17][CH:16]=[CH:15][CH:14]=1, predict the reaction product. The product is: [CH2:12]([C:19]1[NH:24][C:23]([C:25]2[CH:26]=[CH:27][CH:28]=[CH:29][CH:30]=2)=[CH:22][N:21]2[C:8](=[O:10])[C:7]([CH2:6][C:2]3[O:1][CH:5]=[CH:4][CH:3]=3)=[N:31][C:20]=12)[C:13]1[CH:14]=[CH:15][CH:16]=[CH:17][CH:18]=1. (7) Given the reactants C[O:2][C:3](=[O:32])[CH2:4][C:5]1[CH:10]=[CH:9][C:8]([Cl:11])=[C:7]([O:12][CH2:13][CH2:14][N:15]2[CH:20]([CH3:21])[CH2:19][N:18]([C:22]3[CH:27]=[CH:26][CH:25]=[CH:24][CH:23]=3)[CH2:17][C:16]2([C:29](=[O:31])[NH2:30])[CH3:28])[CH:6]=1.[OH-].[Na+].Cl, predict the reaction product. The product is: [Cl:11][C:8]1[CH:9]=[CH:10][C:5]([CH2:4][C:3]([OH:32])=[O:2])=[CH:6][C:7]=1[O:12][CH2:13][CH2:14][N:15]1[CH:20]([CH3:21])[CH2:19][N:18]([C:22]2[CH:27]=[CH:26][CH:25]=[CH:24][CH:23]=2)[CH2:17][C:16]1([C:29](=[O:31])[NH2:30])[CH3:28].